Dataset: Peptide-MHC class II binding affinity with 134,281 pairs from IEDB. Task: Regression. Given a peptide amino acid sequence and an MHC pseudo amino acid sequence, predict their binding affinity value. This is MHC class II binding data. (1) The peptide sequence is AFKVAATHANAAPAN. The MHC is HLA-DPA10201-DPB11401 with pseudo-sequence HLA-DPA10201-DPB11401. The binding affinity (normalized) is 0.519. (2) The peptide sequence is DVPYLTKRQDKLCGS. The MHC is DRB1_0801 with pseudo-sequence DRB1_0801. The binding affinity (normalized) is 0.492. (3) The peptide sequence is THMWFSRAVAQSILA. The binding affinity (normalized) is 0.791. The MHC is DRB1_0405 with pseudo-sequence DRB1_0405. (4) The peptide sequence is DESIFINKLNGAMVE. The MHC is DRB1_1101 with pseudo-sequence DRB1_1101. The binding affinity (normalized) is 0.618. (5) The peptide sequence is ESHGVAAVLFAATAA. The MHC is DRB1_1201 with pseudo-sequence DRB1_1201. The binding affinity (normalized) is 0.345.